This data is from Catalyst prediction with 721,799 reactions and 888 catalyst types from USPTO. The task is: Predict which catalyst facilitates the given reaction. (1) Reactant: [C:1]1([CH3:17])[CH:6]=[CH:5][CH:4]=[CH:3][C:2]=1[N:7]1[CH:11]=[N:10][C:9]([C:12]([O:14]CC)=[O:13])=[N:8]1.[Li+].[OH-].CO.Cl. Product: [C:1]1([CH3:17])[CH:6]=[CH:5][CH:4]=[CH:3][C:2]=1[N:7]1[CH:11]=[N:10][C:9]([C:12]([OH:14])=[O:13])=[N:8]1. The catalyst class is: 1. (2) Reactant: [F:1][C:2]([F:21])([F:20])[S:3](N(C1C=CC=CC=1)[S:3]([C:2]([F:21])([F:20])[F:1])(=[O:5])=[O:4])(=[O:5])=[O:4].[OH:22][C:23]1[C:24]2[CH2:44][N:43]([C:45]([O:47][C:48]([CH3:51])([CH3:50])[CH3:49])=[O:46])[CH2:42][CH2:41][C:25]=2[N:26]=[C:27]([NH:29][C:30]2[CH:35]=[CH:34][C:33]([C:36]3[O:40][CH:39]=[N:38][CH:37]=3)=[CH:32][CH:31]=2)[N:28]=1.N12CCCN=C1CCCCC2. Product: [O:40]1[C:36]([C:33]2[CH:34]=[CH:35][C:30]([NH:29][C:27]3[N:28]=[C:23]([O:22][S:3]([C:2]([F:21])([F:20])[F:1])(=[O:5])=[O:4])[C:24]4[CH2:44][N:43]([C:45]([O:47][C:48]([CH3:51])([CH3:50])[CH3:49])=[O:46])[CH2:42][CH2:41][C:25]=4[N:26]=3)=[CH:31][CH:32]=2)=[CH:37][N:38]=[CH:39]1. The catalyst class is: 172. (3) Product: [F:1][C:2]1[CH:3]=[CH:4][C:5]([OH:46])=[C:6]([S:8][C:9]2[C:17]3[C:16]([NH:18][C@H:19]([C:21]4[N:26]([C:27]5[CH:32]=[CH:31][CH:30]=[CH:29][CH:28]=5)[C:25](=[O:33])[C:24]5=[C:34]([CH3:37])[CH:35]=[CH:36][N:23]5[N:22]=4)[CH3:20])=[N:15][CH:14]=[N:13][C:12]=3[NH:11][CH:10]=2)[CH:7]=1. Reactant: [F:1][C:2]1[CH:3]=[CH:4][C:5]([O:46]C)=[C:6]([S:8][C:9]2[C:17]3[C:16]([NH:18][C@H:19]([C:21]4[N:26]([C:27]5[CH:32]=[CH:31][CH:30]=[CH:29][CH:28]=5)[C:25](=[O:33])[C:24]5=[C:34]([CH3:37])[CH:35]=[CH:36][N:23]5[N:22]=4)[CH3:20])=[N:15][CH:14]=[N:13][C:12]=3[N:11](COCC[Si](C)(C)C)[CH:10]=2)[CH:7]=1.B(Br)(Br)Br.N. The catalyst class is: 4. (4) Reactant: [C:1]1([S:7](Cl)(=[O:9])=[O:8])[CH:6]=[CH:5][CH:4]=[CH:3][CH:2]=1.[CH2:11]([NH2:14])[C:12]#[CH:13].CN(C1C=CC=CN=1)C. Product: [CH2:11]([NH:14][S:7]([C:1]1[CH:6]=[CH:5][CH:4]=[CH:3][CH:2]=1)(=[O:9])=[O:8])[C:12]#[CH:13]. The catalyst class is: 300. (5) Reactant: C([C:6]1[CH:11]=[CH:10][C:9]([CH2:12][C:13]([OH:15])=O)=[CH:8][C:7]=1[O:16][CH3:17])(=O)CCC.CN([CH:21]=[O:22])C.C(Cl)(=O)C(Cl)=[O:25].[NH2:29][C:30]1[S:31][C:32]2[CH:38]=[C:37]([Cl:39])[CH:36]=[CH:35][C:33]=2[N:34]=1.N1C=C[CH:43]=[CH:42][CH:41]=1. Product: [Cl:39][C:37]1[CH:36]=[CH:35][C:33]2[N:34]=[C:30]([NH:29][C:13]([CH2:12][C:9]3[CH:10]=[CH:11][C:6]([O:25][C:21](=[O:22])[CH2:41][CH2:42][CH3:43])=[C:7]([O:16][CH3:17])[CH:8]=3)=[O:15])[S:31][C:32]=2[CH:38]=1. The catalyst class is: 4.